This data is from Catalyst prediction with 721,799 reactions and 888 catalyst types from USPTO. The task is: Predict which catalyst facilitates the given reaction. (1) Reactant: [Cl:1][C:2]1[C:11]([O:12][CH3:13])=[CH:10][C:5]([C:6]([O:8][CH3:9])=[O:7])=[CH:4][C:3]=1[CH2:14][O:15][C:16]1[CH:17]=[N:18][C:19](Cl)=[N:20][CH:21]=1.[CH3:23][C@@H:24]1[NH:29][C@H:28]([CH3:30])[CH2:27][N:26]([C:31]2[CH:37]=[CH:36][C:34]([NH2:35])=[CH:33][CH:32]=2)[CH2:25]1.CC1(C)C2C(=C(P(C3C=CC=CC=3)C3C=CC=CC=3)C=CC=2)OC2C(P(C3C=CC=CC=3)C3C=CC=CC=3)=CC=CC1=2.C([O-])([O-])=O.[Cs+].[Cs+]. Product: [Cl:1][C:2]1[C:11]([O:12][CH3:13])=[CH:10][C:5]([C:6]([O:8][CH3:9])=[O:7])=[CH:4][C:3]=1[CH2:14][O:15][C:16]1[CH:17]=[N:18][C:19]([NH:35][C:34]2[CH:33]=[CH:32][C:31]([N:26]3[CH2:25][C@@H:24]([CH3:23])[NH:29][C@@H:28]([CH3:30])[CH2:27]3)=[CH:37][CH:36]=2)=[N:20][CH:21]=1. The catalyst class is: 160. (2) Reactant: [CH3:1][C:2]([C:4]1[CH:9]=[CH:8][C:7](Br)=[CH:6][CH:5]=1)=[O:3].[CH3:11][O:12][C:13]1[CH:18]=[C:17]([O:19][CH3:20])[CH:16]=[CH:15][C:14]=1B(O)O.C([O-])([O-])=O.[Na+].[Na+]. Product: [CH3:11][O:12][C:13]1[CH:18]=[C:17]([O:19][CH3:20])[CH:16]=[CH:15][C:14]=1[C:7]1[CH:8]=[CH:9][C:4]([C:2](=[O:3])[CH3:1])=[CH:5][CH:6]=1. The catalyst class is: 853. (3) Reactant: [CH2:1]([NH:8][C:9]1[CH:10]=[C:11]2[C:16](=[CH:17][CH:18]=1)[CH:15]=[C:14]([C:19]([OH:21])=O)[CH:13]=[CH:12]2)[C:2]1[CH:7]=[CH:6][CH:5]=[CH:4][CH:3]=1.Cl.[NH2:23][CH:24]([C:32]([OH:34])=[O:33])[CH2:25][C:26]1[CH:31]=[CH:30][CH:29]=[CH:28][CH:27]=1.[CH3:35]CN=C=NCCCN(C)C.C(N(CC)CC)C. Product: [CH2:1]([NH:8][C:9]1[CH:10]=[C:11]2[C:16](=[CH:17][CH:18]=1)[CH:15]=[C:14]([C:19]([NH:23][C@H:24]([C:32]([O:34][CH3:35])=[O:33])[CH2:25][C:26]1[CH:31]=[CH:30][CH:29]=[CH:28][CH:27]=1)=[O:21])[CH:13]=[CH:12]2)[C:2]1[CH:7]=[CH:6][CH:5]=[CH:4][CH:3]=1. The catalyst class is: 3. (4) Reactant: C[O:2][C:3]1[CH:8]=[CH:7][CH:6]=[C:5]([S:9]([CH3:12])(=[O:11])=[O:10])[CH:4]=1. Product: [CH3:12][S:9]([C:5]1[CH:4]=[C:3]([OH:2])[CH:8]=[CH:7][CH:6]=1)(=[O:10])=[O:11]. The catalyst class is: 570. (5) Reactant: [F:1][C:2]1[C:3]([C:33]2[CH:34]=[N:35][N:36]([CH3:38])[CH:37]=2)=[N:4][C:5]([NH:23][CH2:24][CH2:25][C:26]2[CH:31]=[CH:30][CH:29]=[C:28]([F:32])[CH:27]=2)=[C:6]([CH:22]=1)[C:7]([NH:9][CH2:10][C@H:11]1[CH2:14][CH2:13][N:12]1[C:15](OC(C)(C)C)=[O:16])=[O:8].FC(F)(F)[C:41](O)=[O:42].C(O)(=O)CO.CN(C(ON1N=NC2C=CC=CC1=2)=[N+](C)C)C.F[P-](F)(F)(F)(F)F.C1C=CC2N(O)N=NC=2C=1.CCN(C(C)C)C(C)C. Product: [F:1][C:2]1[C:3]([C:33]2[CH:34]=[N:35][N:36]([CH3:38])[CH:37]=2)=[N:4][C:5]([NH:23][CH2:24][CH2:25][C:26]2[CH:31]=[CH:30][CH:29]=[C:28]([F:32])[CH:27]=2)=[C:6]([CH:22]=1)[C:7]([NH:9][CH2:10][C@H:11]1[CH2:14][CH2:13][N:12]1[C:15](=[O:16])[CH2:41][OH:42])=[O:8]. The catalyst class is: 91. (6) Reactant: [NH:1]=[C:2]1[N:6]([C:7]2[CH:12]=[C:11]([CH3:13])[CH:10]=[CH:9][C:8]=2[CH:14]([CH3:16])[CH3:15])[C:5](=[O:17])[CH2:4][S:3]1.Cl[C:19]([O:21][C:22]1[CH:27]=[CH:26][C:25]([N+:28]([O-:30])=[O:29])=[CH:24][CH:23]=1)=[O:20].C(=O)([O-])[O-].[Cs+].[Cs+]. Product: [CH:14]([C:8]1[CH:9]=[CH:10][C:11]([CH3:13])=[CH:12][C:7]=1[N:6]1[C:5](=[O:17])[CH2:4][S:3]/[C:2]/1=[N:1]\[C:19](=[O:20])[O:21][C:22]1[CH:23]=[CH:24][C:25]([N+:28]([O-:30])=[O:29])=[CH:26][CH:27]=1)([CH3:15])[CH3:16]. The catalyst class is: 245. (7) Reactant: [OH:1][CH:2]([C:13]1[CH:18]=[CH:17][CH:16]=[CH:15][C:14]=1[O:19][CH3:20])[CH2:3][O:4][C:5]1[CH:12]=[CH:11][C:8]([CH:9]=O)=[CH:7][CH:6]=1.[S:21]1[CH2:25][C:24](=[O:26])[NH:23][C:22]1=[O:27].N1CCCCC1. Product: [OH:1][CH:2]([C:13]1[CH:18]=[CH:17][CH:16]=[CH:15][C:14]=1[O:19][CH3:20])[CH2:3][O:4][C:5]1[CH:12]=[CH:11][C:8](/[CH:9]=[C:25]2/[C:24](=[O:26])[NH:23][C:22](=[O:27])[S:21]/2)=[CH:7][CH:6]=1. The catalyst class is: 14. (8) Reactant: [S:1]1[CH2:6][CH2:5][CH2:4][S:3][CH2:2]1.[Li]CCCC.[CH3:12][O:13][CH2:14][CH2:15]Br. Product: [CH3:12][O:13][CH2:14][CH2:15][CH:2]1[S:3][CH2:4][CH2:5][CH2:6][S:1]1. The catalyst class is: 1. (9) Reactant: [Cl:1][C:2]1[CH:10]=[C:9]([NH:11][CH2:12][C:13]2[CH:18]=[CH:17][CH:16]=[C:15](I)[CH:14]=2)[C:5]([C:6]([NH2:8])=[O:7])=[CH:4][N:3]=1.[NH:20]1[CH:24]=[CH:23][N:22]=[CH:21]1.OC1C=CC=C2C=1N=CC=C2.C([O-])([O-])=O.[K+].[K+]. The catalyst class is: 156. Product: [N:20]1([C:15]2[CH:14]=[C:13]([CH:18]=[CH:17][CH:16]=2)[CH2:12][NH:11][C:9]2[C:5]([C:6]([NH2:8])=[O:7])=[CH:4][N:3]=[C:2]([Cl:1])[CH:10]=2)[CH:24]=[CH:23][N:22]=[CH:21]1. (10) Reactant: [CH:1]1([C:4]2(O)[C:10]3[CH:11]=[CH:12][CH:13]=[CH:14][C:9]=3C=C(N3CCCCC3)[C:6]3[CH:21]=[CH:22][CH:23]=[CH:24][C:5]2=3)[CH2:3][CH2:2]1.[BrH:26].[C:27]([OH:30])(=O)[CH3:28]. The catalyst class is: 10. Product: [Br:26][CH2:3][CH2:2][CH:1]=[C:4]1[C:10]2[CH:11]=[CH:12][CH:13]=[CH:14][C:9]=2[CH2:28][C:27](=[O:30])[C:6]2[CH:21]=[CH:22][CH:23]=[CH:24][C:5]1=2.